Dataset: Full USPTO retrosynthesis dataset with 1.9M reactions from patents (1976-2016). Task: Predict the reactants needed to synthesize the given product. (1) Given the product [CH3:12][C:5]1[C:6]2[C:11](=[CH:10][CH:9]=[CH:8][CH:7]=2)[C:2]([O:1][S:28]([C:27]([F:40])([F:39])[F:26])(=[O:30])=[O:29])=[C:3]([C:13]([O:15][CH3:16])=[O:14])[N:4]=1, predict the reactants needed to synthesize it. The reactants are: [OH:1][C:2]1[C:11]2[C:6](=[CH:7][CH:8]=[CH:9][CH:10]=2)[C:5]([CH3:12])=[N:4][C:3]=1[C:13]([O:15][CH3:16])=[O:14].C(N(CC)C(C)C)(C)C.[F:26][C:27]([F:40])([F:39])[S:28](O[S:28]([C:27]([F:40])([F:39])[F:26])(=[O:30])=[O:29])(=[O:30])=[O:29]. (2) Given the product [CH3:1][O:2][C:3]1[CH:4]=[C:5]([CH:31]=[CH:32][C:33]=1[O:34][CH3:35])[CH2:6][CH:7]1[C:16]2[C:11](=[C:12]([O:18][CH3:19])[CH:13]=[CH:14][C:15]=2[O:17][CH2:36][CH3:37])[CH2:10][CH2:9][N:8]1[CH2:20][C:21]([NH:23][CH2:24][C:25]1[CH:30]=[CH:29][CH:28]=[CH:27][N:26]=1)=[O:22], predict the reactants needed to synthesize it. The reactants are: [CH3:1][O:2][C:3]1[CH:4]=[C:5]([CH:31]=[CH:32][C:33]=1[O:34][CH3:35])[CH2:6][CH:7]1[C:16]2[C:11](=[C:12]([O:18][CH3:19])[CH:13]=[CH:14][C:15]=2[OH:17])[CH2:10][CH2:9][N:8]1[CH2:20][C:21]([NH:23][CH2:24][C:25]1[CH:30]=[CH:29][CH:28]=[CH:27][N:26]=1)=[O:22].[CH2:36](I)[CH3:37]. (3) Given the product [N:1]1([C:6]2[CH:7]=[CH:8][C:9]([NH:12][C:13]([N:35]3[CH2:36][CH2:37][N:32]([C:29]4[S:30][CH:31]=[C:27]([C:21]5[CH:26]=[CH:25][CH:24]=[CH:23][CH:22]=5)[N:28]=4)[CH2:33][CH2:34]3)=[O:20])=[CH:10][CH:11]=2)[CH:5]=[CH:4][N:3]=[CH:2]1, predict the reactants needed to synthesize it. The reactants are: [N:1]1([C:6]2[CH:11]=[CH:10][C:9]([NH:12][C:13](=[O:20])OCC(Cl)(Cl)Cl)=[CH:8][CH:7]=2)[CH:5]=[CH:4][N:3]=[CH:2]1.[C:21]1([C:27]2[N:28]=[C:29]([N:32]3[CH2:37][CH2:36][NH:35][CH2:34][CH2:33]3)[S:30][CH:31]=2)[CH:26]=[CH:25][CH:24]=[CH:23][CH:22]=1.C(N(C(C)C)CC)(C)C.CS(C)=O. (4) Given the product [Si:1]([O:8][CH2:9][CH:10]1[CH2:11][CH2:12][N:13]([C:16]([C:21]2[CH:26]=[C:25]([Cl:27])[CH:24]=[C:23]([Cl:28])[CH:22]=2)([CH3:29])[C:17]([O:19][CH3:20])=[O:18])[CH2:14][CH2:15]1)([C:4]([CH3:6])([CH3:7])[CH3:5])([CH3:3])[CH3:2], predict the reactants needed to synthesize it. The reactants are: [Si:1]([O:8][CH2:9][CH:10]1[CH2:15][CH2:14][N:13]([CH:16]([C:21]2[CH:26]=[C:25]([Cl:27])[CH:24]=[C:23]([Cl:28])[CH:22]=2)[C:17]([O:19][CH3:20])=[O:18])[CH2:12][CH2:11]1)([C:4]([CH3:7])([CH3:6])[CH3:5])([CH3:3])[CH3:2].[CH3:29][Si]([N-][Si](C)(C)C)(C)C.[Na+].CI. (5) The reactants are: [CH3:1][N:2]1[CH2:6][CH2:5][N:4]([C:7]2[CH:12]=[CH:11][C:10]([C:13]3[S:14][C:15]4[CH2:21][CH2:20][N:19](C(=O)C(F)(F)F)[CH2:18][CH2:17][C:16]=4[N:28]=3)=[CH:9][N:8]=2)[C:3]1=[O:29].C(=O)([O-])[O-].[K+].[K+]. Given the product [CH3:1][N:2]1[CH2:6][CH2:5][N:4]([C:7]2[CH:12]=[CH:11][C:10]([C:13]3[S:14][C:15]4[CH2:21][CH2:20][NH:19][CH2:18][CH2:17][C:16]=4[N:28]=3)=[CH:9][N:8]=2)[C:3]1=[O:29], predict the reactants needed to synthesize it. (6) Given the product [CH3:34][O:35][C:36](=[O:46])[C:37]1[CH:42]=[CH:41][C:40]([C:43]([NH:23][C:19]2[C:20]([CH3:22])=[N:21][C:16]([O:15][CH2:14][C:13]3[C:9]([C:3]4[C:4]([Cl:8])=[CH:5][CH:6]=[CH:7][C:2]=4[Cl:1])=[N:10][O:11][C:12]=3[CH:24]([CH3:26])[CH3:25])=[CH:17][CH:18]=2)=[O:44])=[CH:39][CH:38]=1, predict the reactants needed to synthesize it. The reactants are: [Cl:1][C:2]1[CH:7]=[CH:6][CH:5]=[C:4]([Cl:8])[C:3]=1[C:9]1[C:13]([CH2:14][O:15][C:16]2[N:21]=[C:20]([CH3:22])[C:19]([NH2:23])=[CH:18][CH:17]=2)=[C:12]([CH:24]([CH3:26])[CH3:25])[O:11][N:10]=1.C(N(CC)CC)C.[CH3:34][O:35][C:36](=[O:46])[C:37]1[CH:42]=[CH:41][C:40]([C:43](Cl)=[O:44])=[CH:39][CH:38]=1. (7) Given the product [N+:30]([C:29]1[C:24]([O:6][C@H:4]([CH3:5])[C:3]([O:2][CH3:1])=[O:7])=[N:25][CH:26]=[CH:27][CH:28]=1)([O-:32])=[O:31], predict the reactants needed to synthesize it. The reactants are: [CH3:1][O:2][C:3](=[O:7])[C@H:4]([OH:6])[CH3:5].C1COCC1.[Li+].C[Si]([N-][Si](C)(C)C)(C)C.Cl[C:24]1[C:29]([N+:30]([O-:32])=[O:31])=[CH:28][CH:27]=[CH:26][N:25]=1.